The task is: Predict the reactants needed to synthesize the given product.. This data is from Full USPTO retrosynthesis dataset with 1.9M reactions from patents (1976-2016). (1) Given the product [Br:22][C:23]1[CH:28]=[CH:27][C:26]([NH:1][C:2]2[CH:3]=[CH:4][C:5]3[N:10]([CH3:11])[C:9](=[O:12])[O:8][C:7]([C:14]4[CH:19]=[CH:18][C:17]([Cl:20])=[CH:16][CH:15]=4)([CH3:13])[C:6]=3[CH:21]=2)=[CH:25][CH:24]=1, predict the reactants needed to synthesize it. The reactants are: [NH2:1][C:2]1[CH:3]=[CH:4][C:5]2[N:10]([CH3:11])[C:9](=[O:12])[O:8][C:7]([C:14]3[CH:19]=[CH:18][C:17]([Cl:20])=[CH:16][CH:15]=3)([CH3:13])[C:6]=2[CH:21]=1.[Br:22][C:23]1[CH:28]=[CH:27][C:26](B(O)O)=[CH:25][CH:24]=1. (2) Given the product [S:8]1[C:4]2[CH:3]=[C:2]([CH:14]3[C:15]4[C:20](=[CH:19][CH:18]=[CH:17][CH:16]=4)[CH2:11][N:12]([CH3:21])[CH2:13]3)[CH:10]=[CH:9][C:5]=2[N:6]=[CH:7]1.[C:21]([OH:28])(=[O:27])/[CH:22]=[CH:23]\[C:24]([OH:26])=[O:25].[S:8]1[C:4]2[CH:3]=[C:2]([CH:14]3[C:15]4[C:20](=[CH:19][CH:18]=[CH:17][CH:16]=4)[CH2:11][N:12]([CH3:21])[CH2:13]3)[CH:10]=[CH:9][C:5]=2[N:6]=[CH:7]1, predict the reactants needed to synthesize it. The reactants are: Br[C:2]1[CH:10]=[CH:9][C:5]2[N:6]=[CH:7][S:8][C:4]=2[CH:3]=1.[CH2:11]1[C:20]2[C:15](=[CH:16][CH:17]=[CH:18][CH:19]=2)[CH2:14][CH2:13][NH:12]1.[C:21]([OH:28])(=[O:27])/[CH:22]=[CH:23]\[C:24]([OH:26])=[O:25]. (3) The reactants are: [CH3:1][O:2][C:3]([C:5]1[C:6](=[O:23])[NH:7][C:8]2[C:13]([C:14]=1[C:15]1[CH:20]=[CH:19][CH:18]=[CH:17][CH:16]=1)=[CH:12][C:11](Br)=[CH:10][C:9]=2[CH3:22])=[O:4].[Cu][C:25]#[N:26].O. Given the product [CH3:1][O:2][C:3]([C:5]1[C:6](=[O:23])[NH:7][C:8]2[C:13]([C:14]=1[C:15]1[CH:20]=[CH:19][CH:18]=[CH:17][CH:16]=1)=[CH:12][C:11]([C:25]#[N:26])=[CH:10][C:9]=2[CH3:22])=[O:4], predict the reactants needed to synthesize it.